From a dataset of NCI-60 drug combinations with 297,098 pairs across 59 cell lines. Regression. Given two drug SMILES strings and cell line genomic features, predict the synergy score measuring deviation from expected non-interaction effect. (1) Drug 1: C1CCC(C1)C(CC#N)N2C=C(C=N2)C3=C4C=CNC4=NC=N3. Drug 2: CC=C1C(=O)NC(C(=O)OC2CC(=O)NC(C(=O)NC(CSSCCC=C2)C(=O)N1)C(C)C)C(C)C. Cell line: OVCAR-4. Synergy scores: CSS=18.7, Synergy_ZIP=-6.96, Synergy_Bliss=-6.35, Synergy_Loewe=-77.1, Synergy_HSA=-6.57. (2) Drug 1: CC12CCC(CC1=CCC3C2CCC4(C3CC=C4C5=CN=CC=C5)C)O. Drug 2: B(C(CC(C)C)NC(=O)C(CC1=CC=CC=C1)NC(=O)C2=NC=CN=C2)(O)O. Cell line: SK-MEL-2. Synergy scores: CSS=9.05, Synergy_ZIP=1.41, Synergy_Bliss=9.60, Synergy_Loewe=7.87, Synergy_HSA=7.63. (3) Drug 1: C1CC(=O)NC(=O)C1N2C(=O)C3=CC=CC=C3C2=O. Drug 2: CC1C(C(CC(O1)OC2CC(CC3=C2C(=C4C(=C3O)C(=O)C5=C(C4=O)C(=CC=C5)OC)O)(C(=O)CO)O)N)O.Cl. Cell line: HOP-62. Synergy scores: CSS=40.5, Synergy_ZIP=-0.724, Synergy_Bliss=-3.09, Synergy_Loewe=-34.7, Synergy_HSA=-2.14. (4) Drug 1: CC1=C(C(=CC=C1)Cl)NC(=O)C2=CN=C(S2)NC3=CC(=NC(=N3)C)N4CCN(CC4)CCO. Drug 2: B(C(CC(C)C)NC(=O)C(CC1=CC=CC=C1)NC(=O)C2=NC=CN=C2)(O)O. Cell line: SK-MEL-28. Synergy scores: CSS=13.6, Synergy_ZIP=2.09, Synergy_Bliss=0.724, Synergy_Loewe=-18.8, Synergy_HSA=-8.63.